From a dataset of Reaction yield outcomes from USPTO patents with 853,638 reactions. Predict the reaction yield, written as a fraction of the theoretical maximum amount of product (1.0 means a 100% yield; for example, 0.34 means a 34% yield). (1) The yield is 0.880. The product is [Cl:30][C:24]1[C:25]([Cl:29])=[CH:26][CH:27]=[CH:28][C:23]=1[N:20]1[CH2:19][CH2:18][N:17]([CH2:16][CH2:15][CH2:14][CH2:13][CH2:12][C:4]2[CH:5]=[CH:6][C:7]3[C:8]([CH3:10])([CH3:9])[O:11][C:38](=[O:39])[NH:1][C:2]=3[N:3]=2)[CH2:22][CH2:21]1. The catalyst is C1COCC1.C1(C)C=CC=CC=1. The reactants are [NH2:1][C:2]1[C:7]([C:8]([OH:11])([CH3:10])[CH3:9])=[CH:6][CH:5]=[C:4]([CH2:12][CH2:13][CH2:14][CH2:15][CH2:16][N:17]2[CH2:22][CH2:21][N:20]([C:23]3[CH:28]=[CH:27][CH:26]=[C:25]([Cl:29])[C:24]=3[Cl:30])[CH2:19][CH2:18]2)[N:3]=1.CCN(CC)CC.[C:38](Cl)(Cl)=[O:39].CO. (2) The reactants are [O:1]=[O+][O-].C([C:6](=P(C1C=CC=CC=1)(C1C=CC=CC=1)C1C=CC=CC=1)[C:7]([C@@H:9]([NH:14][C:15](=[O:37])[O:16][C@H:17]([C:22]1[O:23][C:24]([C:27]2[CH:32]=[CH:31][C:30]([C:33]([F:36])([F:35])[F:34])=[CH:29][CH:28]=2)=[N:25][N:26]=1)[C:18]([CH3:21])([CH3:20])[CH3:19])[CH2:10][CH2:11][CH2:12][CH3:13])=[O:8])#N.[NH2:57][C:58]1[CH:62]=[CH:61][NH:60][N:59]=1. The catalyst is ClCCl. The product is [O:1]=[C:6]([NH:57][C:58]1[NH:59][N:60]=[CH:61][CH:62]=1)[C:7]([C@@H:9]([NH:14][C:15](=[O:37])[O:16][C@H:17]([C:22]1[O:23][C:24]([C:27]2[CH:32]=[CH:31][C:30]([C:33]([F:34])([F:36])[F:35])=[CH:29][CH:28]=2)=[N:25][N:26]=1)[C:18]([CH3:20])([CH3:21])[CH3:19])[CH2:10][CH2:11][CH2:12][CH3:13])=[O:8]. The yield is 0.300.